From a dataset of M1 muscarinic receptor antagonist screen with 61,756 compounds. Binary Classification. Given a drug SMILES string, predict its activity (active/inactive) in a high-throughput screening assay against a specified biological target. (1) The drug is O(C(=O)C1CCCN(C1)C(=O)Cn1nc(c2c(c1=O)cccc2)Cc1cccnc1)CC. The result is 0 (inactive). (2) The drug is o1c(c2n(c3ccc(cc3)C)c(nn2)c2ccncc2)ccc1. The result is 0 (inactive). (3) The compound is o1c(C(N(C(=O)c2ccc(cc2)C)c2ncccc2)C)ccc1. The result is 0 (inactive). (4) The drug is S(=O)(=O)(N(CC(=O)Nc1c(cccc1)C)C)c1c2ncccc2ccc1. The result is 0 (inactive). (5) The molecule is S(=O)(=O)(N(c1cc(OC)ccc1)CC(OC)=O)C. The result is 0 (inactive). (6) The compound is O1C(CCC1)CNc1nc2CC(CC(=O)c2c(n1)C)C. The result is 0 (inactive). (7) The drug is S(=O)(=O)(N1C(CN(S(=O)(=O)c2ccc(cc2)C)CC1)C(OC)=O)c1ccc(cc1)C. The result is 0 (inactive). (8) The compound is O=C(Nc1cc(ccc1)C(=O)C)/C=C(\C)C. The result is 0 (inactive).